Dataset: Reaction yield outcomes from USPTO patents with 853,638 reactions. Task: Predict the reaction yield, written as a fraction of the theoretical maximum amount of product (1.0 means a 100% yield; for example, 0.34 means a 34% yield). (1) The reactants are [F:1][C:2]([F:36])([F:35])[C:3]1[CH:4]=[C:5]([C:13]([CH3:34])([CH3:33])[C:14]([N:16]([C:18]2[CH:19]=[N:20][C:21](Cl)=[CH:22][C:23]=2[C:24]2[CH:29]=[CH:28][C:27]([F:30])=[CH:26][C:25]=2[CH3:31])[CH3:17])=[O:15])[CH:6]=[C:7]([C:9]([F:12])([F:11])[F:10])[CH:8]=1.[CH2:37]1[CH:42]2[C:43](=[O:47])[NH:44][CH2:45][CH2:46][N:41]2[CH2:40][CH2:39][O:38]1.CNCCNC.C(=O)([O-])[O-].[Cs+].[Cs+]. The catalyst is O1CCOCC1.[Cu](I)I. The product is [F:1][C:2]([F:36])([F:35])[C:3]1[CH:4]=[C:5]([C:13]([CH3:34])([CH3:33])[C:14]([N:16]([C:18]2[CH:19]=[N:20][C:21]([N:44]3[CH2:45][CH2:46][N:41]4[CH:42]([CH2:37][O:38][CH2:39][CH2:40]4)[C:43]3=[O:47])=[CH:22][C:23]=2[C:24]2[CH:29]=[CH:28][C:27]([F:30])=[CH:26][C:25]=2[CH3:31])[CH3:17])=[O:15])[CH:6]=[C:7]([C:9]([F:12])([F:11])[F:10])[CH:8]=1. The yield is 0.400. (2) The reactants are [F:1][C:2]1[CH:3]=[C:4]2[C:8](=[C:9]([NH:11][CH3:12])[CH:10]=1)[NH:7][C:6]1[N:13]=[C:14]([O:18][C:19]3[CH:20]=[N:21][C:22]([CH3:25])=[N:23][CH:24]=3)[N:15]=[C:16](O)[C:5]2=1.C(NC(C)CC(C)C)C.[OH-].[Na+].O=P(Cl)(Cl)[Cl:39]. No catalyst specified. The product is [Cl:39][C:16]1[C:5]2[C:4]3[C:8](=[C:9]([NH:11][CH3:12])[CH:10]=[C:2]([F:1])[CH:3]=3)[NH:7][C:6]=2[N:13]=[C:14]([O:18][C:19]2[CH:20]=[N:21][C:22]([CH3:25])=[N:23][CH:24]=2)[N:15]=1. The yield is 0.570. (3) The reactants are [S:1]1[C:5]([CH:6]=[O:7])=[CH:4][N:3]=[CH:2]1.C(=O)([O-])[O-].[K+].[K+].[F:14][C:15]([Si](C)(C)C)([F:17])[F:16]. The catalyst is CN(C)C=O. The product is [F:14][C:15]([F:17])([F:16])[CH:6]([C:5]1[S:1][CH:2]=[N:3][CH:4]=1)[OH:7]. The yield is 0.730.